The task is: Binary Classification. Given a miRNA mature sequence and a target amino acid sequence, predict their likelihood of interaction.. This data is from Experimentally validated miRNA-target interactions with 360,000+ pairs, plus equal number of negative samples. (1) The miRNA is hsa-miR-3120-5p with sequence CCUGUCUGUGCCUGCUGUACA. The protein sequence of the target gene is MELSQLLNEIRANYEQLLTRNQIETVLSTRIQLEEDITKKMDKDGEALKAAQAELKEARRQCHHLQVEIESLHAVERGLENSLQASEQHYQMQLQDLESVIGRLERELQEVRRGIERQLREHEMLLNTKMRLEQEIATYRRLLEQEEIRYYGCIQGEKKEEKPTKSKVGFLLPSAIINEISFSTKVSQKYENENMETVTKQAVVNRDVKESAEAHGTIQTEKVDEVIKEWEGSFFKDNPRLRKKSVSLRFDLHLAATDEGCLESRQDNLPDIEVRLIMRRSCSIPSIKPPPGTN. Result: 0 (no interaction). (2) The protein sequence of the target gene is MFYVIGGIIVSVVAFFFTIKFLFELAARVVSFLQNEDRERRGDRTIYDYVRGNYLDPRSCKVSWDWKDPYEVGHSMAFRVHLFYKNGQPFPAHRPVGLRVHISHVELAVDIPVTQEVLQEPNSNVVKVAFTVRKAGRYEITVKLGGLNVAYSPYYKIFQPGMVVPSKTKIVCHFSTLVLTCGQPHTLQIVPRDEYDNPTNNSMSLRDEHSYSLAIHELGPQEEENNEVSFEKSVTSNRQTCQVFLRLTLHSRGCFHACISYQNQPINNGEFDIIVLSENEKNIVERNVSTSGVSIYFEAY.... The miRNA is gga-miR-2131-5p with sequence AUGCAGAAGUGCACGGAAACAGCU. Result: 0 (no interaction). (3) The miRNA is hsa-miR-4486 with sequence GCUGGGCGAGGCUGGCA. The protein sequence of the target gene is MATVLSRALKLPGKKSPDLGEYDPLTQADSDESEDDLVLNLQKNGGVKNGKSPLGEAPEPDSDAEVAEAAKPHLSEVTTEGYPSEPLGGLEQKAASSLVSYVRTSVFLLTLGISMILVLLCAFLIPCPPRDLHSTWSRHLGSQGGGDLSPLELADVNGDGLRDVLLSFVMSRNGSAVGVSRPAANLVCLSGMNGSTLWSSLLPEEARDITCLELMPGSLAETICLVTGTHKMLSAFNATSGKAIWTLNPNYLSNGTLAAPVVVLPDLDEDGVRDLVVLAIGELQPDLCFLLVSGRTGNPV.... Result: 1 (interaction). (4) The miRNA is hsa-miR-5584-3p with sequence UAGUUCUUCCCUUUGCCCAAUU. The protein sequence of the target gene is MPRGQKSKLRAREKRQRTRGQTQDLKVGQPTAAEKEESPSSSSSVLRDTASSSLAFGIPQEPQREPPTTSAAAAMSCTGSDKGDESQDEENASSSQASTSTERSLKDSLTRKTKMLVQFLLYKYKMKEPTTKAEMLKIISKKYKEHFPEIFRKVSQRTELVFGLALKEVNPTTHSYILVSMLGPNDGNQSSAWTLPRNGLLMPLLSVIFLNGNCAREEEIWEFLNMLGIYDGKRHLIFGEPRKLITQDLVQEKYLEYQQVPNSDPPRYQFLWGPRAHAETSKMKVLEFLAKVNDTTPNNF.... Result: 1 (interaction). (5) The miRNA is mmu-miR-6920-5p with sequence ACACAAUGGAAAGACUGCUUGU. The protein sequence of the target gene is MTTMVNVDTLPEYEKSQIKRALELGTVMTVFNARKSTPERRTVQMIMETRQVAWSKTADKIEGFLDIMEIKEIRPGKNSKDFERAKAVRHKAECCFTILYGTQFVLSTLSLATDSKEDAVKWLSGLKILHQEAMSASTPTMIESWLRKQIYSVDQTRRNSISLRELKTILPLVNFKVSGIKFLKDKLVEIGAQKDELSFEQFHLFYKKLMFDQQKSILDEFKKDSSVFILGNTDRPDASAVYLQDFQRFLLHEQQELWAQDLNKVRERMTKFIDDTMRETAEPFLFVDEFLTYLFSRENS.... Result: 0 (no interaction).